From a dataset of Forward reaction prediction with 1.9M reactions from USPTO patents (1976-2016). Predict the product of the given reaction. (1) Given the reactants C(O)(C(F)(F)F)=O.COC1C=CC(C[O:15][C:16]2[CH:21]=[CH:20][C:19]([CH:22]([C:36]3[CH:40]=[CH:39][O:38][N:37]=3)[CH2:23][C:24]([O:26][CH2:27][C:28]3C=CC(OC)=CC=3)=[O:25])=[CH:18][CH:17]=2)=CC=1, predict the reaction product. The product is: [OH:15][C:16]1[CH:21]=[CH:20][C:19]([CH:22]([C:36]2[CH:40]=[CH:39][O:38][N:37]=2)[CH2:23][C:24]([O:26][CH2:27][CH3:28])=[O:25])=[CH:18][CH:17]=1. (2) Given the reactants [O:1]=[C:2]1[NH:7][CH:6]=[CH:5][N:4]=[C:3]1[C:8](=[NH:10])[NH2:9].C(O[C@@H:15]1[O:27][C@H:26]([CH2:28][O:29][C:30](=[O:32])[CH3:31])[C@@H:21]([O:22][C:23](=[O:25])[CH3:24])[C@H:16]1[O:17][C:18](=[O:20])[CH3:19])(=O)C.FC(F)(F)C(O)=O.O, predict the reaction product. The product is: [C:23]([O:22][C@H:21]1[C@@H:16]([O:17][C:18](=[O:20])[CH3:19])[C@H:15]([N:7]2[CH:6]=[CH:5][N:4]=[C:3]([C:8]([NH2:9])=[NH:10])[C:2]2=[O:1])[O:27][C@@H:26]1[CH2:28][O:29][C:30](=[O:32])[CH3:31])(=[O:25])[CH3:24]. (3) Given the reactants [NH2:1][C:2]1[N:7]=[C:6]([C:8]2[C:16]3[C:15]([NH:17][CH2:18][CH:19]([CH3:21])[CH3:20])=[CH:14][CH:13]=[N:12][C:11]=3[N:10](COCC[Si](C)(C)C)[CH:9]=2)[CH:5]=[CH:4][N:3]=1.Cl, predict the reaction product. The product is: [NH2:1][C:2]1[N:7]=[C:6]([C:8]2[C:16]3[C:15]([NH:17][CH2:18][CH:19]([CH3:21])[CH3:20])=[CH:14][CH:13]=[N:12][C:11]=3[NH:10][CH:9]=2)[CH:5]=[CH:4][N:3]=1. (4) Given the reactants [CH2:1]([C:3]1[C:14](C(OCC)=O)=[C:6]2[C:7]([O:12]C)=[CH:8][C:9]([F:11])=[CH:10][N:5]2[N:4]=1)[CH3:2].B(Br)(Br)Br.O, predict the reaction product. The product is: [CH2:1]([C:3]1[CH:14]=[C:6]2[C:7]([OH:12])=[CH:8][C:9]([F:11])=[CH:10][N:5]2[N:4]=1)[CH3:2]. (5) Given the reactants [CH3:1][O:2][C:3]([C:5]1[C:6]([CH3:15])=[N:7][C:8]([CH3:14])=[C:9]([CH:13]=1)[C:10](O)=[O:11])=[O:4].B.C1COCC1.CC(O)=O.O.C([O-])(O)=O.[Na+], predict the reaction product. The product is: [OH:11][CH2:10][C:9]1[C:8]([CH3:14])=[N:7][C:6]([CH3:15])=[C:5]([CH:13]=1)[C:3]([O:2][CH3:1])=[O:4]. (6) Given the reactants [I:1][C:2]1[CH:3]=[CH:4][C:5]([NH:11][CH2:12][CH2:13][O:14][CH3:15])=[C:6]([CH:10]=1)[C:7]([OH:9])=O.[CH3:16][C:17]([NH2:21])([C:19]#[CH:20])[CH3:18].C1C=CC2N(O)N=NC=2C=1.CCN=C=NCCCN(C)C.CCN(C(C)C)C(C)C, predict the reaction product. The product is: [I:1][C:2]1[CH:3]=[CH:4][C:5]([NH:11][CH2:12][CH2:13][O:14][CH3:15])=[C:6]([CH:10]=1)[C:7]([NH:21][C:17]([CH3:18])([C:19]#[CH:20])[CH3:16])=[O:9]. (7) The product is: [Br:1][C:2]1[CH:7]=[CH:6][C:5]2[C:15]3[CH2:14][CH2:13][CH2:12][N:11]([C:17]([O:19][C:20]([CH3:23])([CH3:22])[CH3:21])=[O:18])[CH2:10][C:9]=3[S:8][C:4]=2[CH:3]=1. Given the reactants [Br:1][C:2]1[CH:3]=[C:4]([S:8][CH:9]2[C:15](=O)[CH2:14][CH2:13][CH2:12][N:11]([C:17]([O:19][C:20]([CH3:23])([CH3:22])[CH3:21])=[O:18])[CH2:10]2)[CH:5]=[CH:6][CH:7]=1.[OH-].[Na+].CC(OC(OC(OC(C)(C)C)=O)=O)(C)C, predict the reaction product. (8) Given the reactants [N:1]1[C:10]2[C:5](=[CH:6][CH:7]=[CH:8][CH:9]=2)[CH:4]=[CH:3][C:2]=1/[CH:11]=[CH:12]/[CH:13]=O.[C:15]([O-:18])(=[O:17])[CH3:16].[CH:19]1C=CC=CC=1, predict the reaction product. The product is: [N:1]1[C:10]2[C:5](=[CH:6][CH:7]=[CH:8][CH:9]=2)[CH:4]=[CH:3][C:2]=1/[CH:11]=[CH:12]/[CH:13]=[CH:16]/[C:15]([O:18][CH3:19])=[O:17]. (9) Given the reactants [F:1][C:2]1[CH:3]=[N:4][C:5]2[C:10]([C:11]=1[CH2:12][CH2:13][CH2:14][C:15]1([C:29]([O:31]CC)=[O:30])[CH2:20][CH2:19][N:18]([CH2:21][CH2:22][S:23][C:24]3[S:25][CH:26]=[CH:27][CH:28]=3)[CH2:17][CH2:16]1)=[CH:9][C:8]([O:34][CH3:35])=[CH:7][CH:6]=2.Cl, predict the reaction product. The product is: [F:1][C:2]1[CH:3]=[N:4][C:5]2[C:10]([C:11]=1[CH2:12][CH2:13][CH2:14][C:15]1([C:29]([OH:31])=[O:30])[CH2:16][CH2:17][N:18]([CH2:21][CH2:22][S:23][C:24]3[S:25][CH:26]=[CH:27][CH:28]=3)[CH2:19][CH2:20]1)=[CH:9][C:8]([O:34][CH3:35])=[CH:7][CH:6]=2.